Dataset: Full USPTO retrosynthesis dataset with 1.9M reactions from patents (1976-2016). Task: Predict the reactants needed to synthesize the given product. Given the product [Cl:25][C:26]1[S:27][CH:28]=[C:29]([C:31]([NH2:2])=[O:33])[N:30]=1, predict the reactants needed to synthesize it. The reactants are: O[N:2]1C2C=CC=CC=2N=N1.Cl.CN(C)CCCN=C=NCC.O.N.[Cl:25][C:26]1[S:27][CH:28]=[C:29]([C:31]([OH:33])=O)[N:30]=1.